This data is from Full USPTO retrosynthesis dataset with 1.9M reactions from patents (1976-2016). The task is: Predict the reactants needed to synthesize the given product. (1) Given the product [CH2:1]([O:8][C:9]1[CH:14]=[CH:13][C:12]([N:15]2[C:19]([CH3:20])=[C:18]([C:21]([NH:45][C:42]3[CH:41]=[CH:40][C:39]([CH3:38])=[CH:44][N:43]=3)=[O:22])[N:17]=[C:16]2[C:24]2[CH:29]=[CH:28][C:27]([Cl:30])=[CH:26][C:25]=2[Cl:31])=[CH:11][CH:10]=1)[C:2]1[CH:3]=[CH:4][CH:5]=[CH:6][CH:7]=1, predict the reactants needed to synthesize it. The reactants are: [CH2:1]([O:8][C:9]1[CH:14]=[CH:13][C:12]([N:15]2[C:19]([CH3:20])=[C:18]([C:21](O)=[O:22])[N:17]=[C:16]2[C:24]2[CH:29]=[CH:28][C:27]([Cl:30])=[CH:26][C:25]=2[Cl:31])=[CH:11][CH:10]=1)[C:2]1[CH:7]=[CH:6][CH:5]=[CH:4][CH:3]=1.C(Cl)(=O)C(Cl)=O.[CH3:38][C:39]1[CH:40]=[CH:41][C:42]([NH2:45])=[N:43][CH:44]=1. (2) Given the product [Cl:15]/[C:16](=[N:11]\[NH:9][C:6]1[CH:7]=[CH:8][C:3]([O:2][CH3:1])=[CH:4][CH:5]=1)/[S:17]([CH3:20])(=[O:19])=[O:18], predict the reactants needed to synthesize it. The reactants are: [CH3:1][O:2][C:3]1[CH:8]=[CH:7][C:6]([NH2:9])=[CH:5][CH:4]=1.Cl.[N:11]([O-])=O.[Na+].[Cl:15][CH2:16][S:17]([CH2:20]C(=O)C)(=[O:19])=[O:18].C([O-])(=O)C.[Na+].